Dataset: Peptide-MHC class II binding affinity with 134,281 pairs from IEDB. Task: Regression. Given a peptide amino acid sequence and an MHC pseudo amino acid sequence, predict their binding affinity value. This is MHC class II binding data. (1) The peptide sequence is EKKYFIATQFEPLAA. The MHC is HLA-DPA10103-DPB10401 with pseudo-sequence HLA-DPA10103-DPB10401. The binding affinity (normalized) is 1.00. (2) The binding affinity (normalized) is 0.379. The MHC is HLA-DPA10103-DPB10301 with pseudo-sequence HLA-DPA10103-DPB10301. The peptide sequence is SEAQKAAKPAAAATA. (3) The peptide sequence is FLAMITYITRNQPEW. The MHC is DRB1_0301 with pseudo-sequence DRB1_0301. The binding affinity (normalized) is 0. (4) The peptide sequence is ARRRRASEAPPTSHR. The MHC is HLA-DPA10201-DPB10501 with pseudo-sequence HLA-DPA10201-DPB10501. The binding affinity (normalized) is 0.